From a dataset of Forward reaction prediction with 1.9M reactions from USPTO patents (1976-2016). Predict the product of the given reaction. Given the reactants C([N:8]1[CH2:13][CH2:12][C:11](=[O:14])[CH:10]([CH3:15])[CH2:9]1)C1C=CC=CC=1.[CH:16]1[CH:21]=[CH:20][C:19]([CH2:22][O:23][C:24](Cl)=[O:25])=[CH:18][CH:17]=1.O, predict the reaction product. The product is: [CH3:15][CH:10]1[C:11](=[O:14])[CH2:12][CH2:13][N:8]([C:24]([O:23][CH2:22][C:19]2[CH:20]=[CH:21][CH:16]=[CH:17][CH:18]=2)=[O:25])[CH2:9]1.